Dataset: Forward reaction prediction with 1.9M reactions from USPTO patents (1976-2016). Task: Predict the product of the given reaction. (1) Given the reactants [C:1]([C:3]1[CH:8]=[CH:7][C:6]([C:9]2[CH:10]=[N:11][N:12]([C:15]3[CH:23]=[CH:22][C:18]([C:19](O)=[O:20])=[CH:17][N:16]=3)[C:13]=2[OH:14])=[C:5]([CH3:24])[CH:4]=1)#[N:2].[CH3:25][O:26][CH2:27][C@H:28]1[CH2:32][CH2:31][CH2:30][C@H:29]1[NH2:33], predict the reaction product. The product is: [C:1]([C:3]1[CH:8]=[CH:7][C:6]([C:9]2[CH:10]=[N:11][N:12]([C:15]3[CH:23]=[CH:22][C:18]([C:19]([NH:33][C@@H:29]4[CH2:30][CH2:31][CH2:32][C@@H:28]4[CH2:27][O:26][CH3:25])=[O:20])=[CH:17][N:16]=3)[C:13]=2[OH:14])=[C:5]([CH3:24])[CH:4]=1)#[N:2]. (2) Given the reactants [NH2:1][C:2]1[N:7]([CH3:8])[C:6](=[O:9])[NH:5][C:4](=[O:10])[C:3]=1[NH:11][CH2:12][C@H:13]1[CH2:18][CH2:17][C@H:16]([CH3:19])[CH2:15][CH2:14]1.[C:20]1([C:26]2([C:30](O)=[O:31])[CH2:29][CH2:28][CH2:27]2)[CH:25]=[CH:24][CH:23]=[CH:22][CH:21]=1.CN(C(ON1N=NC2C=CC=NC1=2)=[N+](C)C)C.F[P-](F)(F)(F)(F)F.CCN(C(C)C)C(C)C, predict the reaction product. The product is: [NH2:1][C:2]1[N:7]([CH3:8])[C:6](=[O:9])[NH:5][C:4](=[O:10])[C:3]=1[N:11]([CH2:12][C@H:13]1[CH2:18][CH2:17][C@H:16]([CH3:19])[CH2:15][CH2:14]1)[C:30]([C:26]1([C:20]2[CH:25]=[CH:24][CH:23]=[CH:22][CH:21]=2)[CH2:29][CH2:28][CH2:27]1)=[O:31]. (3) Given the reactants [C:1]([NH2:4])(=[O:3])[CH3:2].Cl[CH2:6][C:7](=O)[CH2:8][C:9]([O:11][CH3:12])=[O:10], predict the reaction product. The product is: [CH3:2][C:1]1[O:3][CH:6]=[C:7]([CH2:8][C:9]([O:11][CH3:12])=[O:10])[N:4]=1. (4) Given the reactants CC(C[AlH]CC(C)C)C.[C:10]([O:14][C:15]([N:17]1[CH2:22][CH2:21][C:20]([CH2:25][O:26][CH2:27][C:28]2[CH:33]=[CH:32][CH:31]=[CH:30][CH:29]=2)([C:23]#N)[CH2:19][CH2:18]1)=[O:16])([CH3:13])([CH3:12])[CH3:11].C([O:36]CC)C, predict the reaction product. The product is: [C:10]([O:14][C:15]([N:17]1[CH2:22][CH2:21][C:20]([CH2:25][O:26][CH2:27][C:28]2[CH:33]=[CH:32][CH:31]=[CH:30][CH:29]=2)([CH:23]=[O:36])[CH2:19][CH2:18]1)=[O:16])([CH3:13])([CH3:12])[CH3:11]. (5) Given the reactants [H-].[Al+3].[Li+].[H-].[H-].[H-].C([O:9][C:10](=O)[CH:11]([CH2:17][CH2:18][CH2:19][O:20][CH2:21][C:22]1[CH:27]=[CH:26][C:25]([O:28][CH3:29])=[CH:24][CH:23]=1)[C:12](OCC)=[O:13])C.O, predict the reaction product. The product is: [CH3:29][O:28][C:25]1[CH:24]=[CH:23][C:22]([CH2:21][O:20][CH2:19][CH2:18][CH2:17][CH:11]([CH2:10][OH:9])[CH2:12][OH:13])=[CH:27][CH:26]=1. (6) Given the reactants [I:1][C:2]1[CH:3]=[C:4]([CH:7]=C[CH:9]=1)C#N.Cl.[NH2:11][OH:12].C([N:16]([CH2:20][CH3:21])C(C)C)(C)C.[Cl-].[NH4+], predict the reaction product. The product is: [OH:12][N:11]=[C:20]([NH2:16])[C:21]1[CH:7]=[CH:4][CH:3]=[C:2]([I:1])[CH:9]=1. (7) Given the reactants CC([O:7][C:8]1[CH:13]=[C:12]([CH:14]2[CH2:19][CH2:18][CH2:17][N:16]([C:20](C3SC(C4C=CC(C(F)(F)F)=CC=4)=NC=3C)=[O:21])[CH2:15]2)[CH:11]=[CH:10][C:9]=1[CH3:38])(C)C(O)=O.C(=O)(O)[O-].[Na+].[CH2:44]([O:51]C(OC([O:51][CH2:44][C:45]1[CH:50]=[CH:49][CH:48]=[CH:47][CH:46]=1)=O)=O)[C:45]1[CH:50]=[CH:49][CH:48]=[CH:47][CH:46]=1, predict the reaction product. The product is: [CH2:44]([O:51][C:20]([N:16]1[CH2:17][CH2:18][CH2:19][CH:14]([C:12]2[CH:11]=[CH:10][C:9]([CH3:38])=[C:8]([OH:7])[CH:13]=2)[CH2:15]1)=[O:21])[C:45]1[CH:50]=[CH:49][CH:48]=[CH:47][CH:46]=1.